This data is from Forward reaction prediction with 1.9M reactions from USPTO patents (1976-2016). The task is: Predict the product of the given reaction. (1) Given the reactants C(OC(=O)[NH:7][CH2:8][CH:9]([CH2:25][C:26]1[CH:31]=[CH:30][C:29]([O:32][CH2:33][CH2:34][O:35][C:36]2[C:41]([Cl:42])=[CH:40][C:39]([CH3:43])=[CH:38][C:37]=2[Cl:44])=[CH:28][CH:27]=1)[C:10]([N:12]([CH:22]1[CH2:24][CH2:23]1)[CH2:13][C:14]1[CH:19]=[CH:18][CH:17]=[C:16]([CH3:20])[C:15]=1[CH3:21])=[O:11])(C)(C)C.Cl, predict the reaction product. The product is: [NH2:7][CH2:8][CH:9]([CH2:25][C:26]1[CH:31]=[CH:30][C:29]([O:32][CH2:33][CH2:34][O:35][C:36]2[C:37]([Cl:44])=[CH:38][C:39]([CH3:43])=[CH:40][C:41]=2[Cl:42])=[CH:28][CH:27]=1)[C:10]([N:12]([CH:22]1[CH2:23][CH2:24]1)[CH2:13][C:14]1[CH:19]=[CH:18][CH:17]=[C:16]([CH3:20])[C:15]=1[CH3:21])=[O:11]. (2) Given the reactants C([Li])CCC.[Br-].[F:7][C:8]1[CH:9]=[CH:10][C:11]([OH:34])=[C:12]([CH:33]=1)[CH2:13][P+](C1C=CC=CC=1)(C1C=CC=CC=1)C1C=CC=CC=1.[CH:35]([CH:37]([CH2:49][CH2:50][C:51]1[CH:60]=[CH:59][C:54]([C:55]([O:57][CH3:58])=[O:56])=[CH:53][CH:52]=1)[CH2:38][C:39]1[CH:48]=[CH:47][C:42]([C:43]([O:45][CH3:46])=[O:44])=[CH:41][CH:40]=1)=O.[Cl-].[NH4+], predict the reaction product. The product is: [F:7][C:8]1[CH:9]=[CH:10][C:11]([OH:34])=[C:12](/[CH:13]=[CH:35]/[CH:37]([CH2:38][C:39]2[CH:40]=[CH:41][C:42]([C:43]([O:45][CH3:46])=[O:44])=[CH:47][CH:48]=2)[CH2:49][CH2:50][C:51]2[CH:60]=[CH:59][C:54]([C:55]([O:57][CH3:58])=[O:56])=[CH:53][CH:52]=2)[CH:33]=1.